This data is from Full USPTO retrosynthesis dataset with 1.9M reactions from patents (1976-2016). The task is: Predict the reactants needed to synthesize the given product. (1) The reactants are: [CH3:1][C:2]1[C:7]([CH2:8][OH:9])=[CH:6][CH:5]=[C:4]([C:10]2[CH:15]=[CH:14][C:13]([C:16]([F:19])([F:18])[F:17])=[CH:12][CH:11]=2)[N:3]=1.C(N(C(C)C)C(C)C)C.[CH3:29][S:30](Cl)(=[O:32])=[O:31]. Given the product [CH3:1][C:2]1[C:7]([CH2:8][O:9][S:30]([CH3:29])(=[O:32])=[O:31])=[CH:6][CH:5]=[C:4]([C:10]2[CH:15]=[CH:14][C:13]([C:16]([F:17])([F:19])[F:18])=[CH:12][CH:11]=2)[N:3]=1, predict the reactants needed to synthesize it. (2) The reactants are: [CH3:1][S:2][C:3]1[CH:4]=[C:5]([N:9]2[CH2:24][CH:12]3[CH2:13][N:14]([C:17]([O:19][C:20]([CH3:23])([CH3:22])[CH3:21])=[O:18])[CH2:15][CH2:16][N:11]3[C:10]2=[O:25])[CH:6]=[CH:7][CH:8]=1.ClC1C=CC=C(C(OO)=[O:34])C=1.[OH2:37]. Given the product [CH3:1][S:2]([C:3]1[CH:4]=[C:5]([N:9]2[CH2:24][CH:12]3[CH2:13][N:14]([C:17]([O:19][C:20]([CH3:22])([CH3:21])[CH3:23])=[O:18])[CH2:15][CH2:16][N:11]3[C:10]2=[O:25])[CH:6]=[CH:7][CH:8]=1)(=[O:34])=[O:37], predict the reactants needed to synthesize it.